Predict the reactants needed to synthesize the given product. From a dataset of Full USPTO retrosynthesis dataset with 1.9M reactions from patents (1976-2016). (1) Given the product [CH3:28][O:27][C:24]1[CH:23]=[CH:22][C:21]([CH2:20][N:19]2[C:13]3[CH2:12][NH:11][CH2:16][CH2:15][C:14]=3[N:17]=[C:18]2[C:29]2[CH:34]=[CH:33][CH:32]=[CH:31][N:30]=2)=[CH:26][CH:25]=1, predict the reactants needed to synthesize it. The reactants are: C(OC([N:11]1[CH2:16][CH2:15][C:14]2[N:17]=[C:18]([C:29]3[CH:34]=[CH:33][CH:32]=[CH:31][N:30]=3)[N:19]([CH2:20][C:21]3[CH:26]=[CH:25][C:24]([O:27][CH3:28])=[CH:23][CH:22]=3)[C:13]=2[CH2:12]1)=O)C1C=CC=CC=1. (2) The reactants are: [Br:1][C:2]1[C:11]2[C:6](=[C:7]([F:14])[CH:8]=[C:9]([O:12][CH3:13])[CH:10]=2)[N:5]=[CH:4][C:3]=1N.[B-](F)(F)(F)[F:17].N#[O+]. Given the product [Br:1][C:2]1[C:11]2[C:6](=[C:7]([F:14])[CH:8]=[C:9]([O:12][CH3:13])[CH:10]=2)[N:5]=[CH:4][C:3]=1[F:17], predict the reactants needed to synthesize it.